Task: Predict the reactants needed to synthesize the given product.. Dataset: Retrosynthesis with 50K atom-mapped reactions and 10 reaction types from USPTO (1) Given the product COc1cc(NC2CN(C(=O)OC(C)(C)C)C2)ccc1[N+](=O)[O-], predict the reactants needed to synthesize it. The reactants are: CC(C)(C)OC(=O)N1CC(N)C1.COc1cc(F)ccc1[N+](=O)[O-]. (2) Given the product O=Cc1c(-c2ccccc2Br)ccc2c1OCO2, predict the reactants needed to synthesize it. The reactants are: O=Cc1c(Br)ccc2c1OCO2.OB(O)c1ccccc1Br. (3) The reactants are: Cc1ccc(N)cc1B1OC(C)(C)C(C)(C)O1.Fc1cnc(Cl)c(F)c1. Given the product Cc1ccc(N)cc1-c1ncc(F)cc1F, predict the reactants needed to synthesize it.